This data is from Reaction yield outcomes from USPTO patents with 853,638 reactions. The task is: Predict the reaction yield, written as a fraction of the theoretical maximum amount of product (1.0 means a 100% yield; for example, 0.34 means a 34% yield). (1) The reactants are Cl[C:2]1[CH:3]=[N:4][CH:5]=[C:6]([Cl:17])[C:7]=1[N:8]1[CH2:13][CH2:12][CH:11]([C:14]([NH2:16])=[O:15])[CH2:10][CH2:9]1.[N:18]1[CH:23]=[C:22](B(O)O)[CH:21]=[N:20][CH:19]=1.C(=O)([O-])[O-].[Na+].[Na+]. The catalyst is C1C=CC([P]([Pd]([P](C2C=CC=CC=2)(C2C=CC=CC=2)C2C=CC=CC=2)([P](C2C=CC=CC=2)(C2C=CC=CC=2)C2C=CC=CC=2)[P](C2C=CC=CC=2)(C2C=CC=CC=2)C2C=CC=CC=2)(C2C=CC=CC=2)C2C=CC=CC=2)=CC=1.C(#N)C. The product is [Cl:17][C:6]1[CH:5]=[N:4][CH:3]=[C:2]([C:22]2[CH:23]=[N:18][CH:19]=[N:20][CH:21]=2)[C:7]=1[N:8]1[CH2:13][CH2:12][CH:11]([C:14]([NH2:16])=[O:15])[CH2:10][CH2:9]1. The yield is 0.950. (2) The reactants are [CH:1]1([CH:7]([NH:30][C:31]([C:33]2[CH:38]=[N:37][CH:36]=[CH:35][N:34]=2)=[O:32])[C:8]([NH:10][CH:11]([C:26]([CH3:29])([CH3:28])[CH3:27])[C:12]([N:14]2[CH:22]3[CH:17]([CH2:18][CH2:19][CH2:20][CH2:21]3)[CH2:16][CH:15]2[C:23](O)=[O:24])=[O:13])=[O:9])[CH2:6][CH2:5][CH2:4][CH2:3][CH2:2]1.C1CN([P+](ON2N=NC3C=CC=CC2=3)(N2CCCC2)N2CCCC2)CC1.F[P-](F)(F)(F)(F)F.CN1CCOCC1.Cl.[CH2:80]([O:82][C:83](=[O:91])[CH:84]([OH:90])[CH:85]([NH2:89])[CH2:86][CH2:87][CH3:88])[CH3:81]. The catalyst is O.ClCCl.CN(C)C=O. The product is [CH2:80]([O:82][C:83](=[O:91])[CH:84]([OH:90])[CH:85]([NH:89][C:23]([CH:15]1[CH2:16][CH:17]2[CH:22]([CH2:21][CH2:20][CH2:19][CH2:18]2)[N:14]1[C:12](=[O:13])[CH:11]([NH:10][C:8](=[O:9])[CH:7]([CH:1]1[CH2:6][CH2:5][CH2:4][CH2:3][CH2:2]1)[NH:30][C:31]([C:33]1[CH:38]=[N:37][CH:36]=[CH:35][N:34]=1)=[O:32])[C:26]([CH3:29])([CH3:28])[CH3:27])=[O:24])[CH2:86][CH2:87][CH3:88])[CH3:81]. The yield is 0.820. (3) The reactants are Cl.[N:2]1[CH:7]=[CH:6][CH:5]=[CH:4][C:3]=1[N:8]1[CH2:13][CH2:12][N:11]([CH2:14][C:15]([OH:17])=O)[CH2:10][CH2:9]1.[NH2:18][C@@H:19]([CH2:37][O:38][CH2:39][C:40]1[CH:45]=[CH:44][CH:43]=[CH:42][CH:41]=1)[C:20]([NH:22][C:23]1[CH:28]=[CH:27][C:26]([O:29][C:30]2[CH:35]=[CH:34][C:33]([F:36])=[CH:32][CH:31]=2)=[CH:25][CH:24]=1)=[O:21]. No catalyst specified. The product is [CH2:39]([O:38][CH2:37][C@H:19]([NH:18][C:15](=[O:17])[CH2:14][N:11]1[CH2:10][CH2:9][N:8]([C:3]2[CH:4]=[CH:5][CH:6]=[CH:7][N:2]=2)[CH2:13][CH2:12]1)[C:20]([NH:22][C:23]1[CH:28]=[CH:27][C:26]([O:29][C:30]2[CH:35]=[CH:34][C:33]([F:36])=[CH:32][CH:31]=2)=[CH:25][CH:24]=1)=[O:21])[C:40]1[CH:45]=[CH:44][CH:43]=[CH:42][CH:41]=1. The yield is 0.336. (4) The reactants are Br[C:2]1[CH:3]=[C:4]2[C:9](=[CH:10][CH:11]=1)[N:8]=[C:7]([C:12]([O:14][CH2:15][CH3:16])=[O:13])[CH:6]=[CH:5]2.[OH:17][C:18]1[CH:23]=[CH:22][C:21](B(O)O)=[CH:20][C:19]=1[CH3:27].C1(P(C2C=CC=CC=2)C2C=CC=CC=2)C=CC=CC=1.P([O-])([O-])([O-])=O.[K+].[K+].[K+]. The catalyst is C([O-])(=O)C.[Pd+2].C([O-])(=O)C.C(OCC)(=O)C.O.O1CCOCC1. The product is [OH:17][C:18]1[CH:23]=[CH:22][C:21]([C:2]2[CH:3]=[C:4]3[C:9](=[CH:10][CH:11]=2)[N:8]=[C:7]([C:12]([O:14][CH2:15][CH3:16])=[O:13])[CH:6]=[CH:5]3)=[CH:20][C:19]=1[CH3:27]. The yield is 0.400. (5) The reactants are [C:1]([O:5][C:6]([N:8]1[CH2:13][CH2:12][C:11](=[C:14]([C:20]2[CH:25]=[CH:24][CH:23]=[CH:22][CH:21]=2)[C:15]#[C:16][C:17](=O)[CH3:18])[CH2:10][CH2:9]1)=[O:7])([CH3:4])([CH3:3])[CH3:2].O.[NH2:27][NH2:28]. The catalyst is CCO. The product is [C:1]([O:5][C:6]([N:8]1[CH2:13][CH2:12][C:11](=[C:14]([C:20]2[CH:25]=[CH:24][CH:23]=[CH:22][CH:21]=2)[C:15]2[NH:28][N:27]=[C:17]([CH3:18])[CH:16]=2)[CH2:10][CH2:9]1)=[O:7])([CH3:4])([CH3:3])[CH3:2]. The yield is 0.400. (6) The reactants are Cl[CH2:2][CH2:3][NH:4][C:5]([NH:7][C@H:8]1[CH2:12][CH2:11][O:10][CH2:9]1)=[O:6].[H-].[Na+]. The catalyst is C1COCC1. The product is [O:10]1[CH2:11][CH2:12][C@H:8]([N:7]2[CH2:2][CH2:3][NH:4][C:5]2=[O:6])[CH2:9]1. The yield is 0.290. (7) The reactants are [F:1][C:2]1[CH:24]=[CH:23][C:5]([O:6][C:7]2[CH:8]=[C:9]3[C:13](=[CH:14][C:15]=2[C:16](N)=[O:17])[N:12]([CH2:19][CH:20]([CH3:22])[CH3:21])[N:11]=[CH:10]3)=[CH:4][CH:3]=1.C(N1C=CN=C1)(N1C=CN=C1)=O.[CH3:37][NH:38][CH:39]1[CH2:44][CH2:43][N:42]([CH3:45])[CH2:41][CH2:40]1. The catalyst is C1COCC1. The product is [CH3:37][N:38]([CH:39]1[CH2:44][CH2:43][N:42]([CH3:45])[CH2:41][CH2:40]1)[C:16]([C:15]1[CH:14]=[C:13]2[C:9]([CH:10]=[N:11][N:12]2[CH2:19][CH:20]([CH3:22])[CH3:21])=[CH:8][C:7]=1[O:6][C:5]1[CH:4]=[CH:3][C:2]([F:1])=[CH:24][CH:23]=1)=[O:17]. The yield is 0.0300.